From a dataset of Peptide-MHC class II binding affinity with 134,281 pairs from IEDB. Regression. Given a peptide amino acid sequence and an MHC pseudo amino acid sequence, predict their binding affinity value. This is MHC class II binding data. (1) The peptide sequence is EKNYFAATQFEPLAA. The MHC is HLA-DPA10201-DPB11401 with pseudo-sequence HLA-DPA10201-DPB11401. The binding affinity (normalized) is 0.544. (2) The peptide sequence is GGVFHTMWHVTRGAF. The MHC is HLA-DQA10201-DQB10402 with pseudo-sequence HLA-DQA10201-DQB10402. The binding affinity (normalized) is 0.898. (3) The MHC is DRB1_0101 with pseudo-sequence DRB1_0101. The binding affinity (normalized) is 0.623. The peptide sequence is VAIILASFSASTSAF. (4) The peptide sequence is GEWQIVDKIDAAFKI. The MHC is DRB3_0202 with pseudo-sequence DRB3_0202. The binding affinity (normalized) is 0.421.